Dataset: Full USPTO retrosynthesis dataset with 1.9M reactions from patents (1976-2016). Task: Predict the reactants needed to synthesize the given product. (1) Given the product [C:26]([O:30][C:31]([N:33]1[CH2:36][CH:35]([N:37]2[CH:41]=[C:40]([C:14]3[CH:13]=[N:12][C:11]([NH2:25])=[C:10]([C:2]4[S:1][C:5]5[CH:6]=[CH:7][CH:8]=[CH:9][C:4]=5[N:3]=4)[CH:15]=3)[CH:39]=[N:38]2)[CH2:34]1)=[O:32])([CH3:29])([CH3:27])[CH3:28], predict the reactants needed to synthesize it. The reactants are: [S:1]1[C:5]2[CH:6]=[CH:7][CH:8]=[CH:9][C:4]=2[N:3]=[C:2]1[C:10]1[C:11]([NH2:25])=[N:12][CH:13]=[C:14](B2OC(C)(C)C(C)(C)O2)[CH:15]=1.[C:26]([O:30][C:31]([N:33]1[CH2:36][CH:35]([N:37]2[CH:41]=[C:40](I)[CH:39]=[N:38]2)[CH2:34]1)=[O:32])([CH3:29])([CH3:28])[CH3:27].C(=O)([O-])[O-].[K+].[K+]. (2) Given the product [OH:57][CH2:56][C@@H:40]1[C@@H:41]([OH:52])[C@H:42]([OH:48])[C@H:43]([OH:44])[C@@H:38]([CH2:37][C:34]2[CH:33]=[CH:32][C:31]([C:28]3[CH:27]=[CH:26][C:25]([CH2:24][C@@H:8]4[C@@H:9]([OH:20])[C@@H:10]([OH:16])[C@H:11]([OH:12])[C@@H:6]([CH2:5][OH:4])[O:7]4)=[CH:30][CH:29]=3)=[CH:36][CH:35]=2)[O:39]1, predict the reactants needed to synthesize it. The reactants are: C([O:4][CH2:5][C@@H:6]1[C@@H:11]([O:12]C(=O)C)[C@H:10]([O:16]C(=O)C)[C@H:9]([O:20]C(=O)C)[C@@H:8]([CH2:24][C:25]2[CH:30]=[CH:29][C:28]([C:31]3[CH:36]=[CH:35][C:34]([CH2:37][C@@H:38]4[C@@H:43]([O:44]C(=O)C)[C@@H:42]([O:48]C(=O)C)[C@H:41]([O:52]C(=O)C)[C@@H:40]([CH2:56][O:57]C(=O)C)[O:39]4)=[CH:33][CH:32]=3)=[CH:27][CH:26]=2)[O:7]1)(=O)C.CO[Na].C(O)(=O)C. (3) Given the product [CH2:36]([O:45][C:29]([N:31]1[CH2:34][CH2:35][C:17]([NH:18][C:19](=[O:28])[C:20]2[CH:25]=[CH:24][CH:23]=[CH:22][C:21]=2[O:26][CH3:27])([C:9]2[CH:10]=[CH:14][CH:15]=[CH:16][CH:12]=2)[CH2:33][CH2:32]1)=[O:47])[C:37]1[CH:38]=[CH:39][CH:40]=[CH:41][CH:42]=1, predict the reactants needed to synthesize it. The reactants are: C(OC(N1C[CH2:10][C:9]([CH2:17][NH:18][C:19](=[O:28])[C:20]2[CH:25]=[CH:24][CH:23]=[CH:22][C:21]=2[O:26][CH3:27])([C:12]2S[CH:14]=[CH:15][CH:16]=2)CC1)=O)C.[CH2:29]([N:31]([CH2:34][CH3:35])[CH2:32][CH3:33])C.[C:36](Cl)(=[O:45])[C:37]1[C:38](OC)=[CH:39][CH:40]=[CH:41][CH:42]=1.[O:47]1CCCC1. (4) The reactants are: [NH2:1][C:2]1[CH:3]=[C:4]([CH:16]=[CH:17][CH:18]=1)[O:5][C:6]1[CH:11]=[CH:10][N:9]=[C:8]2[NH:12][C:13](=[O:15])[NH:14][C:7]=12.[F:19][C:20]1[C:28]([O:29][C:30]([F:33])([F:32])[F:31])=[CH:27][CH:26]=[CH:25][C:21]=1[C:22](Cl)=[O:23]. Given the product [O:15]=[C:13]1[NH:12][C:8]2=[N:9][CH:10]=[CH:11][C:6]([O:5][C:4]3[CH:3]=[C:2]([NH:1][C:22](=[O:23])[C:21]4[CH:25]=[CH:26][CH:27]=[C:28]([O:29][C:30]([F:31])([F:32])[F:33])[C:20]=4[F:19])[CH:18]=[CH:17][CH:16]=3)=[C:7]2[NH:14]1, predict the reactants needed to synthesize it. (5) Given the product [CH3:1][N:2]([CH3:30])[CH:3]1[CH2:8][CH2:7][N:6]([C:9]2[N:14]3[CH:15]=[C:16]([CH2:18][N:19]([CH2:31][CH2:32][CH3:33])[C@@H:20]4[C:29]5[N:28]=[CH:27][CH:26]=[CH:25][C:24]=5[CH2:23][CH2:22][CH2:21]4)[N:17]=[C:13]3[CH:12]=[CH:11][CH:10]=2)[CH2:5][CH2:4]1, predict the reactants needed to synthesize it. The reactants are: [CH3:1][N:2]([CH3:30])[CH:3]1[CH2:8][CH2:7][N:6]([C:9]2[N:14]3[CH:15]=[C:16]([CH2:18][NH:19][C@@H:20]4[C:29]5[N:28]=[CH:27][CH:26]=[CH:25][C:24]=5[CH2:23][CH2:22][CH2:21]4)[N:17]=[C:13]3[CH:12]=[CH:11][CH:10]=2)[CH2:5][CH2:4]1.[CH:31](=O)[CH2:32][CH3:33].